From a dataset of Merck oncology drug combination screen with 23,052 pairs across 39 cell lines. Regression. Given two drug SMILES strings and cell line genomic features, predict the synergy score measuring deviation from expected non-interaction effect. (1) Drug 1: NC1(c2ccc(-c3nc4ccn5c(=O)[nH]nc5c4cc3-c3ccccc3)cc2)CCC1. Drug 2: C#Cc1cccc(Nc2ncnc3cc(OCCOC)c(OCCOC)cc23)c1. Cell line: A2780. Synergy scores: synergy=36.1. (2) Synergy scores: synergy=7.94. Cell line: NCIH2122. Drug 2: CC(C)CC(NC(=O)C(Cc1ccccc1)NC(=O)c1cnccn1)B(O)O. Drug 1: CS(=O)(=O)CCNCc1ccc(-c2ccc3ncnc(Nc4ccc(OCc5cccc(F)c5)c(Cl)c4)c3c2)o1. (3) Drug 1: C=CCn1c(=O)c2cnc(Nc3ccc(N4CCN(C)CC4)cc3)nc2n1-c1cccc(C(C)(C)O)n1. Drug 2: CCc1cnn2c(NCc3ccc[n+]([O-])c3)cc(N3CCCCC3CCO)nc12. Cell line: RPMI7951. Synergy scores: synergy=-6.60.